The task is: Predict the reaction yield, written as a fraction of the theoretical maximum amount of product (1.0 means a 100% yield; for example, 0.34 means a 34% yield).. This data is from Reaction yield outcomes from USPTO patents with 853,638 reactions. (1) The reactants are [C:1]([C:3]1[CH:8]=[CH:7][C:6]([CH2:9][C:10]([O:12][CH3:13])=[O:11])=[C:5]([CH3:14])[C:4]=1[F:15])#[N:2].CO[CH:18](OC)[N:19]([CH3:21])[CH3:20].[Cl-].[Li+]. The catalyst is O. The product is [C:1]([C:3]1[CH:8]=[CH:7][C:6]([C:9](=[CH:18][N:19]([CH3:21])[CH3:20])[C:10]([O:12][CH3:13])=[O:11])=[C:5]([CH3:14])[C:4]=1[F:15])#[N:2]. The yield is 0.630. (2) The reactants are [CH3:1][C:2]1[CH:7]=[C:6]([C:8]([CH3:10])=[O:9])[C:5]([OH:11])=[CH:4][C:3]=1[CH3:12].[CH2:13]([O:20][C:21]1[CH:30]=[C:29]2[C:24]([C:25](Cl)=[CH:26][CH:27]=[N:28]2)=[CH:23][C:22]=1[O:32][CH3:33])[C:14]1[CH:19]=[CH:18][CH:17]=[CH:16][CH:15]=1. The catalyst is CN(C)C1C=CN=CC=1.ClC1C=CC=CC=1Cl. The product is [CH2:13]([O:20][C:21]1[CH:30]=[C:29]2[C:24]([C:25]([O:11][C:5]3[CH:4]=[C:3]([CH3:12])[C:2]([CH3:1])=[CH:7][C:6]=3[C:8](=[O:9])[CH3:10])=[CH:26][CH:27]=[N:28]2)=[CH:23][C:22]=1[O:32][CH3:33])[C:14]1[CH:15]=[CH:16][CH:17]=[CH:18][CH:19]=1. The yield is 0.370.